The task is: Predict the product of the given reaction.. This data is from Forward reaction prediction with 1.9M reactions from USPTO patents (1976-2016). (1) Given the reactants Cl[C:2]1[NH:3][C:4]2[CH:10]=[CH:9][CH:8]=[CH:7][C:5]=2[N:6]=1.[F:11][C:12]1[CH:13]=[C:14]([CH:17]=[CH:18][C:19]=1[F:20])[CH2:15]Br.[F:21][C:22]1[CH:23]=[C:24]([CH:27]=[CH:28][C:29]=1[F:30])[CH2:25][NH2:26], predict the reaction product. The product is: [F:11][C:12]1[CH:13]=[C:14]([CH:17]=[CH:18][C:19]=1[F:20])[CH2:15][N:6]1[C:5]2[CH:7]=[CH:8][CH:9]=[CH:10][C:4]=2[N:3]=[C:2]1[NH:26][CH2:25][C:24]1[CH:27]=[CH:28][C:29]([F:30])=[C:22]([F:21])[CH:23]=1. (2) Given the reactants Cl[C:2]([S:4][C:5]1[CH:10]=[CH:9][CH:8]=[CH:7][CH:6]=1)=[S:3].Cl.[CH2:12]1[C:21]2[C:16](=[CH:17][CH:18]=[CH:19][CH:20]=2)[CH2:15][CH2:14][N:13]1[NH2:22], predict the reaction product. The product is: [C:5]1([S:4][C:2](=[S:3])[NH:22][N:13]2[CH2:14][CH2:15][C:16]3[C:21](=[CH:20][CH:19]=[CH:18][CH:17]=3)[CH2:12]2)[CH:10]=[CH:9][CH:8]=[CH:7][CH:6]=1. (3) Given the reactants [Cl:1][C:2]1[CH:7]=[C:6]([C:8]2[O:9][C:10]3[CH:16]=[CH:15][C:14]([C:17]([F:20])([F:19])[F:18])=[CH:13][C:11]=3[N:12]=2)[CH:5]=[CH:4][N:3]=1.C(Cl)(Cl)Cl.ClC1C=CC=C(C(OO)=[O:33])C=1, predict the reaction product. The product is: [Cl:1][C:2]1[CH:7]=[C:6]([C:8]2[O:9][C:10]3[CH:16]=[CH:15][C:14]([C:17]([F:20])([F:18])[F:19])=[CH:13][C:11]=3[N:12]=2)[CH:5]=[CH:4][N+:3]=1[O-:33]. (4) The product is: [CH2:1]([S:3]([C:4]1[C:5]2[N:6]([CH:13]=[C:14]([C:16]3[N:17]=[N:18][N:19]([CH3:21])[N:20]=3)[CH:15]=2)[N:7]=[CH:8][C:9]=1[C:10]([NH2:12])=[O:11])=[O:22])[CH3:2]. Given the reactants [CH2:1]([S:3][C:4]1[C:5]2[N:6]([CH:13]=[C:14]([C:16]3[N:17]=[N:18][N:19]([CH3:21])[N:20]=3)[CH:15]=2)[N:7]=[CH:8][C:9]=1[C:10]([NH2:12])=[O:11])[CH3:2].[OH:22]OS([O-])=O.[K+], predict the reaction product. (5) Given the reactants [Cl:1][C:2]1[CH:10]=[CH:9][CH:8]=[C:7]2[C:3]=1[C:4]([C:16](=[O:21])C(F)(F)F)=[CH:5][N:6]2[CH2:11][C:12]([F:15])([F:14])[F:13].[OH-:22].[Na+], predict the reaction product. The product is: [Cl:1][C:2]1[CH:10]=[CH:9][CH:8]=[C:7]2[C:3]=1[C:4]([C:16]([OH:21])=[O:22])=[CH:5][N:6]2[CH2:11][C:12]([F:13])([F:14])[F:15]. (6) The product is: [NH2:13][C:14]1[C:19]([F:20])=[C:18]([C:6]2[CH:5]=[C:4]3[C:9](=[CH:8][CH:7]=2)[NH:1][CH:2]=[CH:3]3)[N:17]=[C:16]([C:22]([O:24][CH3:25])=[O:23])[C:15]=1[Cl:26]. Given the reactants [NH:1]1[C:9]2[C:4](=[CH:5][C:6](B(O)O)=[CH:7][CH:8]=2)[CH:3]=[CH:2]1.[NH2:13][C:14]1[C:19]([F:20])=[C:18](Cl)[N:17]=[C:16]([C:22]([O:24][CH3:25])=[O:23])[C:15]=1[Cl:26].[F-].[Cs+].P(C1C=C(S([O-])(=O)=O)C=CC=1)(C1C=C(S([O-])(=O)=O)C=CC=1)C1C=C(S([O-])(=O)=O)C=CC=1.[Na+].[Na+].[Na+], predict the reaction product. (7) Given the reactants CS[CH2:3][O:4][C:5]1[CH:10]=[CH:9][C:8]([NH:11][C:12](=[O:14])[CH3:13])=[CH:7][CH:6]=1.IN1C(=O)CCC1=O.[P:23]([O-:41])([O:33][CH2:34][C:35]1[CH:40]=[CH:39][CH:38]=[CH:37][CH:36]=1)([O:25][CH2:26][C:27]1[CH:32]=[CH:31][CH:30]=[CH:29][CH:28]=1)=[O:24], predict the reaction product. The product is: [P:23]([O:25][CH2:26][C:27]1[CH:32]=[CH:31][CH:30]=[CH:29][CH:28]=1)([O:33][CH2:34][C:35]1[CH:40]=[CH:39][CH:38]=[CH:37][CH:36]=1)([O:41][CH2:3][O:4][C:5]1[CH:10]=[CH:9][C:8]([NH:11][C:12](=[O:14])[CH3:13])=[CH:7][CH:6]=1)=[O:24].